This data is from Forward reaction prediction with 1.9M reactions from USPTO patents (1976-2016). The task is: Predict the product of the given reaction. Given the reactants [CH:1]([C@H:14]1[CH2:20][C@H:19]2[C@H:17]([O:18]2)[CH2:16][O:15]1)([C:8]1[CH:13]=[CH:12][CH:11]=[CH:10][CH:9]=1)[C:2]1[CH:7]=[CH:6][CH:5]=[CH:4][CH:3]=1.C([C@H]1OC[C@H](O)CC1)(C1C=CC=CC=1)C1C=CC=CC=1, predict the reaction product. The product is: [CH:1]([C@@H:14]1[O:15][CH2:16][C@@H:17]([OH:18])[CH2:19][CH2:20]1)([C:8]1[CH:13]=[CH:12][CH:11]=[CH:10][CH:9]=1)[C:2]1[CH:3]=[CH:4][CH:5]=[CH:6][CH:7]=1.